From a dataset of Forward reaction prediction with 1.9M reactions from USPTO patents (1976-2016). Predict the product of the given reaction. (1) Given the reactants [CH3:1][O:2][CH2:3][CH2:4][O:5][C:6]1[CH:11]=[CH:10][C:9]([C:12]2[C:13]([CH:18]=[O:19])=[CH:14][CH:15]=[CH:16][CH:17]=2)=[CH:8][CH:7]=1.CC(C)=[O:22].OS(O)(=O)=O.O=[Cr](=O)=O.S(=O)(=O)(O)O, predict the reaction product. The product is: [CH3:1][O:2][CH2:3][CH2:4][O:5][C:6]1[CH:11]=[CH:10][C:9]([C:12]2[C:13]([C:18]([OH:22])=[O:19])=[CH:14][CH:15]=[CH:16][CH:17]=2)=[CH:8][CH:7]=1. (2) Given the reactants [C:1]1(=[O:7])O[C:4](=[O:5])[CH:3]=[CH:2]1.[NH3:8], predict the reaction product. The product is: [C:1]1(=[O:7])[NH:8][C:4](=[O:5])[CH:3]=[CH:2]1.[CH2:1]=[CH:2][C:3]1[CH:4]=[CH:4][CH:3]=[CH:2][CH:1]=1. (3) Given the reactants [NH:1]1[CH2:6][CH2:5][CH2:4][C:3]2([C:14]3[C:9](=[CH:10][CH:11]=[CH:12][CH:13]=3)[NH:8][C:7]2=[O:15])[CH2:2]1.[CH2:16](Br)[CH:17]=[CH2:18].C, predict the reaction product. The product is: [CH2:18]([N:1]1[CH2:6][CH2:5][CH2:4][C:3]2([C:14]3[C:9](=[CH:10][CH:11]=[CH:12][CH:13]=3)[NH:8][C:7]2=[O:15])[CH2:2]1)[CH:17]=[CH2:16]. (4) Given the reactants [C:1]([C:3]1[C:4]([N:17]2[CH2:22][CH2:21][CH:20]([C:23]([OH:25])=O)[CH2:19][CH2:18]2)=[N:5][C:6]([CH:14]([F:16])[F:15])=[C:7]([C:9]([O:11][CH2:12][CH3:13])=[O:10])[CH:8]=1)#[N:2].[F:26][C:27]1[CH:32]=[CH:31][C:30]([CH2:33][S:34]([NH2:37])(=[O:36])=[O:35])=[CH:29][CH:28]=1, predict the reaction product. The product is: [C:1]([C:3]1[C:4]([N:17]2[CH2:18][CH2:19][CH:20]([C:23]([NH:37][S:34]([CH2:33][C:30]3[CH:31]=[CH:32][C:27]([F:26])=[CH:28][CH:29]=3)(=[O:36])=[O:35])=[O:25])[CH2:21][CH2:22]2)=[N:5][C:6]([CH:14]([F:15])[F:16])=[C:7]([CH:8]=1)[C:9]([O:11][CH2:12][CH3:13])=[O:10])#[N:2]. (5) The product is: [Cl:1][C:2]1[CH:3]=[C:4]([NH:8][C:9]2[CH:14]=[C:13]([NH:15][CH:16]3[CH2:17][CH2:18]3)[N:12]3[N:19]=[CH:20][C:21]([CH:22]=[C:30]4[NH:24][C:25](=[O:26])[NH:27][C:28]4=[O:29])=[C:11]3[N:10]=2)[CH:5]=[CH:6][CH:7]=1. Given the reactants [Cl:1][C:2]1[CH:3]=[C:4]([NH:8][C:9]2[CH:14]=[C:13]([NH:15][CH:16]3[CH2:18][CH2:17]3)[N:12]3[N:19]=[CH:20][C:21]([CH:22]=O)=[C:11]3[N:10]=2)[CH:5]=[CH:6][CH:7]=1.[NH:24]1[CH2:30][C:28](=[O:29])[NH:27][C:25]1=[O:26].N1CCCCC1, predict the reaction product. (6) Given the reactants Cl[C:2]1[N:10]=[C:9]2[C:5]([NH:6][CH:7]=[N:8]2)=[CH:4][N:3]=1.[F:11][C:12]([F:27])([F:26])[C:13]1[CH:25]=[CH:24][CH:23]=[CH:22][C:14]=1[O:15][CH:16]1[CH2:21][CH2:20][NH:19][CH2:18][CH2:17]1.C(N(CC)CC)C, predict the reaction product. The product is: [F:27][C:12]([F:11])([F:26])[C:13]1[CH:25]=[CH:24][CH:23]=[CH:22][C:14]=1[O:15][CH:16]1[CH2:21][CH2:20][N:19]([C:2]2[N:10]=[C:9]3[C:5]([N:6]=[CH:7][NH:8]3)=[CH:4][N:3]=2)[CH2:18][CH2:17]1. (7) The product is: [O:5]1[C:6]2[C:11](=[CH:10][CH:9]=[CH:8][CH:7]=2)[CH:2]([NH:12][C:13]2[C:14]3[N:15]([CH:25]=[C:26]([CH3:28])[N:27]=3)[CH:16]=[C:17]([C:19]([O:21][CH:22]([CH3:24])[CH3:23])=[O:20])[CH:18]=2)[CH2:3][CH2:4]1. Given the reactants Cl[CH:2]1[C:11]2[C:6](=[CH:7][CH:8]=[CH:9][CH:10]=2)[O:5][CH2:4][CH2:3]1.[NH2:12][C:13]1[C:14]2[N:15]([CH:25]=[C:26]([CH3:28])[N:27]=2)[CH:16]=[C:17]([C:19]([O:21][CH:22]([CH3:24])[CH3:23])=[O:20])[CH:18]=1, predict the reaction product.